This data is from Full USPTO retrosynthesis dataset with 1.9M reactions from patents (1976-2016). The task is: Predict the reactants needed to synthesize the given product. Given the product [NH2:1][C:2](=[N:8][NH:9][C:17](=[O:18])[CH2:16][CH:10]1[CH2:15][CH2:14][CH2:13][CH2:12][CH2:11]1)[C:3]([O:5][CH2:6][CH3:7])=[O:4], predict the reactants needed to synthesize it. The reactants are: [NH2:1][C:2](=[N:8][NH2:9])[C:3]([O:5][CH2:6][CH3:7])=[O:4].[CH:10]1([CH2:16][C:17](Cl)=[O:18])[CH2:15][CH2:14][CH2:13][CH2:12][CH2:11]1.